Dataset: Forward reaction prediction with 1.9M reactions from USPTO patents (1976-2016). Task: Predict the product of the given reaction. (1) Given the reactants [C:1]1([OH:7])[CH:6]=[CH:5][CH:4]=[CH:3][CH:2]=1.[OH-].[Na+].[Br:10][CH2:11][CH2:12][CH2:13]Br, predict the reaction product. The product is: [Br:10][CH2:11][CH2:12][CH2:13][O:7][C:1]1[CH:6]=[CH:5][CH:4]=[CH:3][CH:2]=1. (2) Given the reactants C(OC([N:8]1[CH2:13][CH2:12][N:11]([C:14]2[N:19]=[C:18]([C:20]3[CH:25]=[CH:24][N:23]=[C:22]([NH:26][CH:27]4[CH2:32][CH2:31][CH2:30][CH2:29][CH2:28]4)[CH:21]=3)[CH:17]=[C:16]([CH2:33][N:34]=[N+:35]=[N-:36])[CH:15]=2)[CH2:10][CH2:9]1)=O)(C)(C)C.C(O)(C(F)(F)F)=O, predict the reaction product. The product is: [N:34]([CH2:33][C:16]1[CH:15]=[C:14]([N:11]2[CH2:12][CH2:13][NH:8][CH2:9][CH2:10]2)[N:19]=[C:18]([C:20]2[CH:25]=[CH:24][N:23]=[C:22]([NH:26][CH:27]3[CH2:28][CH2:29][CH2:30][CH2:31][CH2:32]3)[CH:21]=2)[CH:17]=1)=[N+:35]=[N-:36]. (3) Given the reactants [CH2:1]([C:5]1[NH:6][CH:7]=[C:8]([C:10]([O:12][CH3:13])=[O:11])[N:9]=1)[CH2:2][CH2:3][CH3:4].[C:14]([O-])([O-])=O.[Cs+].[Cs+].CI, predict the reaction product. The product is: [CH2:1]([C:5]1[N:6]([CH3:14])[CH:7]=[C:8]([C:10]([O:12][CH3:13])=[O:11])[N:9]=1)[CH2:2][CH2:3][CH3:4]. (4) Given the reactants Cl[C:2]1[CH:7]=[C:6]([C:8]2[S:9][CH:10]=[CH:11][CH:12]=2)[CH:5]=[CH:4][N:3]=1.[I-:13].[Na+].C(Cl)(=O)C, predict the reaction product. The product is: [I:13][C:2]1[CH:7]=[C:6]([C:8]2[S:9][CH:10]=[CH:11][CH:12]=2)[CH:5]=[CH:4][N:3]=1. (5) Given the reactants [CH2:1]([N:3]([C:7]1[C:11]2[CH:12]=[N:13][C:14]([NH:17][C:18]([NH:20][C@@H:21]([C:23]3[CH:28]=[CH:27][CH:26]=[CH:25][CH:24]=3)[CH3:22])=[O:19])=[C:15]([F:16])[C:10]=2[NH:9][N:8]=1)C(=O)C)[CH3:2].Cl, predict the reaction product. The product is: [CH2:1]([NH:3][C:7]1[C:11]2[CH:12]=[N:13][C:14]([NH:17][C:18]([NH:20][C@@H:21]([C:23]3[CH:24]=[CH:25][CH:26]=[CH:27][CH:28]=3)[CH3:22])=[O:19])=[C:15]([F:16])[C:10]=2[NH:9][N:8]=1)[CH3:2].